This data is from Catalyst prediction with 721,799 reactions and 888 catalyst types from USPTO. The task is: Predict which catalyst facilitates the given reaction. (1) Reactant: Cl.[F:2][CH2:3][CH2:4][NH2:5].[S:6]1[C:10]2[CH:11]=[CH:12][CH:13]=[CH:14][C:9]=2[N:8]=[C:7]1[C:15]1[CH:16]=[C:17]([S:20](Cl)(=[O:22])=[O:21])[S:18][CH:19]=1.O.ClCCl. Product: [F:2][CH2:3][CH2:4][NH:5][S:20]([C:17]1[S:18][CH:19]=[C:15]([C:7]2[S:6][C:10]3[CH:11]=[CH:12][CH:13]=[CH:14][C:9]=3[N:8]=2)[CH:16]=1)(=[O:21])=[O:22]. The catalyst class is: 17. (2) Reactant: [F:1][C:2]1[CH:7]=[C:6]([CH3:8])[CH:5]=[CH:4][C:3]=1[NH:9][C:10]1[CH:18]=[C:17]2[C:13]([C:14]([CH2:28][N:29]([CH3:37])[C:30](=[O:36])[O:31][C:32]([CH3:35])([CH3:34])[CH3:33])=[CH:15][N:16]2S(C2C=NC=CC=2)(=O)=O)=[CH:12][CH:11]=1.[F-].C([N+](CCCC)(CCCC)CCCC)CCC.O1CCCC1. Product: [F:1][C:2]1[CH:7]=[C:6]([CH3:8])[CH:5]=[CH:4][C:3]=1[NH:9][C:10]1[CH:18]=[C:17]2[C:13]([C:14]([CH2:28][N:29]([CH3:37])[C:30](=[O:36])[O:31][C:32]([CH3:33])([CH3:35])[CH3:34])=[CH:15][NH:16]2)=[CH:12][CH:11]=1. The catalyst class is: 6. (3) Reactant: Cl[C:2](Cl)([O:4]C(=O)OC(Cl)(Cl)Cl)Cl.[F:13][C:14]([F:22])([F:21])[CH:15]([OH:20])[C:16]([F:19])([F:18])[F:17].CCN(C(C)C)C(C)C.[Cl:32][C:33]1[CH:34]=[CH:35][C:36]([CH2:48][N:49]2[CH2:54][CH2:53][NH:52][CH2:51][CH2:50]2)=[C:37]([N:39]2[CH2:44][CH2:43][CH:42]([C:45]([OH:47])=[O:46])[CH2:41][CH2:40]2)[CH:38]=1. Product: [Cl:32][C:33]1[CH:34]=[CH:35][C:36]([CH2:48][N:49]2[CH2:50][CH2:51][N:52]([C:2]([O:20][CH:15]([C:16]([F:19])([F:18])[F:17])[C:14]([F:22])([F:21])[F:13])=[O:4])[CH2:53][CH2:54]2)=[C:37]([N:39]2[CH2:44][CH2:43][CH:42]([C:45]([OH:47])=[O:46])[CH2:41][CH2:40]2)[CH:38]=1. The catalyst class is: 232. (4) Reactant: [C:1]1([S:7]([NH:10][CH2:11][C:12]2[CH2:18][N:17]([CH2:19][C:20](=[O:31])[NH:21][CH:22]3[CH2:26][C:25](=[O:27])[O:24][CH:23]3[O:28]CC)[C:16](=[O:32])[CH:15]([NH:33][C:34]([C:36]3[C:45]4[C:40](=[CH:41][CH:42]=[CH:43][CH:44]=4)[CH:39]=[CH:38][N:37]=3)=[O:35])[CH2:14][CH:13]=2)(=[O:9])=[O:8])[CH:6]=[CH:5][CH:4]=[CH:3][CH:2]=1.FC(F)(F)C(O)=O. Product: [C:1]1([S:7]([NH:10][CH2:11][C:12]2[CH2:18][N:17]([CH2:19][C:20](=[O:31])[NH:21][CH:22]3[CH2:26][C:25](=[O:27])[O:24][CH:23]3[OH:28])[C:16](=[O:32])[CH:15]([NH:33][C:34]([C:36]3[C:45]4[C:40](=[CH:41][CH:42]=[CH:43][CH:44]=4)[CH:39]=[CH:38][N:37]=3)=[O:35])[CH2:14][CH:13]=2)(=[O:9])=[O:8])[CH:6]=[CH:5][CH:4]=[CH:3][CH:2]=1. The catalyst class is: 144. (5) Product: [Br:33][C:31]1[CH:30]=[CH:29][C:21]2[C:22]3[C:13]([C:14]4[C:19]([C:20]=2[CH:32]=1)=[CH:18][CH:17]=[CH:16][CH:15]=4)=[CH:12][C:11]([C:2]1[CH:3]=[CH:4][C:5]2[C:10](=[CH:9][CH:8]=[CH:7][CH:6]=2)[CH:1]=1)=[C:28]1[C:23]=3[CH:24]=[CH:25][CH:26]=[CH:27]1. Reactant: [CH:1]1[C:10]2[C:5](=[CH:6][CH:7]=[CH:8][CH:9]=2)[CH:4]=[CH:3][C:2]=1[C:11]1[CH:12]=[C:13]2[C:22](=[C:23]3[C:28]=1[CH:27]=[CH:26][CH:25]=[CH:24]3)[C:21]1[CH:29]=[CH:30][CH:31]=[CH:32][C:20]=1[C:19]1[C:14]2=[CH:15][CH:16]=[CH:17][CH:18]=1.[Br:33]Br. The catalyst class is: 15. (6) The catalyst class is: 21. Product: [Cl:1][C:2]1[CH:3]=[C:4]([C:8]#[C:9][C:10]2([OH:20])[CH2:19][CH2:18][C:13](=[O:14])[CH2:12][CH2:11]2)[CH:5]=[CH:6][CH:7]=1. Reactant: [Cl:1][C:2]1[CH:3]=[C:4]([C:8]#[C:9][C:10]2([OH:20])[CH2:19][CH2:18][C:13]3(OCC[O:14]3)[CH2:12][CH2:11]2)[CH:5]=[CH:6][CH:7]=1.CC1C=CC(S(O)(=O)=O)=CC=1.